From a dataset of Forward reaction prediction with 1.9M reactions from USPTO patents (1976-2016). Predict the product of the given reaction. (1) Given the reactants [Br:1][C:2]1[CH:3]=[CH:4][C:5]([F:14])=[C:6]([CH:13]=1)[C:7](N(OC)C)=[O:8].[CH3:15][Mg]Br.C(OCC)C.Cl, predict the reaction product. The product is: [Br:1][C:2]1[CH:3]=[CH:4][C:5]([F:14])=[C:6]([C:7](=[O:8])[CH3:15])[CH:13]=1. (2) Given the reactants [CH2:1]([O:8][C:9]([NH:11][C@H:12]([C:14]([OH:16])=[O:15])[CH3:13])=[O:10])[C:2]1[CH:7]=[CH:6][CH:5]=[CH:4][CH:3]=1.[CH2:17]=O, predict the reaction product. The product is: [CH2:1]([O:8][C:9]([N:11]1[C@@H:12]([CH3:13])[C:14](=[O:16])[O:15][CH2:17]1)=[O:10])[C:2]1[CH:3]=[CH:4][CH:5]=[CH:6][CH:7]=1. (3) Given the reactants C(O[C:6]([N:8]1[CH2:12][C:11](=[N:13][O:14][CH3:15])[CH2:10][C@H:9]1[C:16]([OH:18])=O)=[O:7])(C)(C)C.[C:19](=[N:22]O)([NH2:21])[CH3:20].[Cl:24][C:25]1[CH:30]=[CH:29][CH:28]=[CH:27][C:26]=1[C:31]1[CH:36]=[CH:35][C:34](C(O)=O)=[CH:33][CH:32]=1, predict the reaction product. The product is: [CH3:15][O:14][N:13]=[C:11]1[CH2:10][C@@H:9]([C:16]2[O:18][N:22]=[C:19]([CH3:20])[N:21]=2)[N:8]([C:6]([C:34]2[CH:33]=[CH:32][C:31]([C:26]3[CH:27]=[CH:28][CH:29]=[CH:30][C:25]=3[Cl:24])=[CH:36][CH:35]=2)=[O:7])[CH2:12]1. (4) Given the reactants [C:1]([C:4]1[S:5][CH:6]=[C:7]([C:9]([OH:11])=O)[N:8]=1)(=[O:3])[CH3:2].[NH2:12][C@@H:13]([CH3:30])[CH2:14][N:15]1[CH:19]=[CH:18][C:17]([C:20]2[CH:27]=[CH:26][C:23]([C:24]#[N:25])=[C:22]([Cl:28])[C:21]=2[CH3:29])=[N:16]1, predict the reaction product. The product is: [C:1]([C:4]1[S:5][CH:6]=[C:7]([C:9]([NH:12][C@@H:13]([CH3:30])[CH2:14][N:15]2[CH:19]=[CH:18][C:17]([C:20]3[CH:27]=[CH:26][C:23]([C:24]#[N:25])=[C:22]([Cl:28])[C:21]=3[CH3:29])=[N:16]2)=[O:11])[N:8]=1)(=[O:3])[CH3:2]. (5) Given the reactants [Br:1][C:2]1[CH:7]=[CH:6][C:5]([NH:8][C:9]2[S:10][C:11]3[CH:17]=[CH:16][C:15]([OH:18])=[CH:14][C:12]=3[N:13]=2)=[CH:4][CH:3]=1.C[Si]([N-][Si](C)(C)C)(C)C.[K+].Cl[C:30]1[CH:35]=[CH:34][N:33]=[C:32]([C:36]([NH:38][CH3:39])=[O:37])[CH:31]=1.C(=O)([O-])[O-].[K+].[K+], predict the reaction product. The product is: [Br:1][C:2]1[CH:3]=[CH:4][C:5]([NH:8][C:9]2[S:10][C:11]3[CH:17]=[CH:16][C:15]([O:18][C:30]4[CH:35]=[CH:34][N:33]=[C:32]([C:36]([NH:38][CH3:39])=[O:37])[CH:31]=4)=[CH:14][C:12]=3[N:13]=2)=[CH:6][CH:7]=1.